The task is: Predict which catalyst facilitates the given reaction.. This data is from Catalyst prediction with 721,799 reactions and 888 catalyst types from USPTO. (1) Reactant: C([SiH](CC)CC)C.B(F)(F)F.CCOCC.[Cl:17][C:18]1[CH:23]=[CH:22][C:21]([C@@:24]2(OC)[C@H:29]([OH:30])[C@@H:28]([OH:31])[C@H:27]([OH:32])[C@@H:26]([CH2:33][OH:34])[O:25]2)=[CH:20][C:19]=1[CH2:37][C:38]1[CH:43]=[CH:42][C:41]([O:44][CH2:45][CH3:46])=[CH:40][CH:39]=1. Product: [Cl:17][C:18]1[CH:23]=[CH:22][C:21]([C@H:24]2[C@H:29]([OH:30])[C@@H:28]([OH:31])[C@H:27]([OH:32])[C@@H:26]([CH2:33][OH:34])[O:25]2)=[CH:20][C:19]=1[CH2:37][C:38]1[CH:39]=[CH:40][C:41]([O:44][CH2:45][CH3:46])=[CH:42][CH:43]=1. The catalyst class is: 545. (2) Reactant: [C:1]([O:4][CH2:5][CH:6]1[CH2:10][CH2:9][N:8]([C:11]2[C:16](/[CH:17]=[C:18](\[CH3:38])/[C:19]([NH:21][C:22]3[CH:27]=[CH:26][C:25]([S:28][CH2:29][C:30]4[N:34]([CH2:35][CH2:36][CH3:37])[CH:33]=[N:32][N:31]=4)=[CH:24][CH:23]=3)=[O:20])=[CH:15][C:14]([C:39]3[CH:44]=[CH:43][C:42]([O:45][CH2:46][CH2:47][O:48][CH2:49][CH2:50][CH2:51][CH3:52])=[CH:41][CH:40]=3)=[CH:13][N:12]=2)[CH2:7]1)(=[O:3])[CH3:2].ClC1C=CC=C(C(OO)=[O:61])C=1. Product: [C:1]([O:4][CH2:5][CH:6]1[CH2:10][CH2:9][N:8]([C:11]2[C:16](/[CH:17]=[C:18](\[CH3:38])/[C:19]([NH:21][C:22]3[CH:23]=[CH:24][C:25]([S:28]([CH2:29][C:30]4[N:34]([CH2:35][CH2:36][CH3:37])[CH:33]=[N:32][N:31]=4)=[O:61])=[CH:26][CH:27]=3)=[O:20])=[CH:15][C:14]([C:39]3[CH:44]=[CH:43][C:42]([O:45][CH2:46][CH2:47][O:48][CH2:49][CH2:50][CH2:51][CH3:52])=[CH:41][CH:40]=3)=[CH:13][N:12]=2)[CH2:7]1)(=[O:3])[CH3:2]. The catalyst class is: 4. (3) Reactant: [I:1][C:2]1[CH:3]=[C:4]([CH:8]=[C:9]([C:11]([F:14])([F:13])[F:12])[CH:10]=1)[C:5]([OH:7])=O.C(N(CC)CC)C.ClC(OCC)=O.[NH2:28][C:29]([CH3:33])([CH3:32])[CH2:30][OH:31]. Product: [OH:31][CH2:30][C:29]([NH:28][C:5](=[O:7])[C:4]1[CH:8]=[C:9]([C:11]([F:14])([F:13])[F:12])[CH:10]=[C:2]([I:1])[CH:3]=1)([CH3:33])[CH3:32]. The catalyst class is: 4. (4) Reactant: [O:1]=[C:2]1[C:11]2[CH:12]=[CH:13][S:14][C:10]=2[C:9]2[CH:8]=[CH:7][C:6]([C:15](O)=[O:16])=[CH:5][C:4]=2[NH:3]1.[H-].[H-].[H-].[H-].[Li+].[Al+3].O.CO. Product: [OH:16][CH2:15][C:6]1[CH:7]=[CH:8][C:9]2[C:10]3[S:14][CH:13]=[CH:12][C:11]=3[C:2](=[O:1])[NH:3][C:4]=2[CH:5]=1. The catalyst class is: 258.